Dataset: Full USPTO retrosynthesis dataset with 1.9M reactions from patents (1976-2016). Task: Predict the reactants needed to synthesize the given product. (1) Given the product [F:23][C:13]1([F:12])[O:17][C:16]2[CH:18]=[CH:19][C:20]([NH:22][C:2]3[N:7]=[C:6]([NH:22][C:20]4[CH:19]=[CH:18][C:16]5[O:17][C:13]([F:23])([F:12])[O:14][C:15]=5[CH:21]=4)[C:5]([N+:9]([O-:11])=[O:10])=[CH:4][N:3]=3)=[CH:21][C:15]=2[O:14]1, predict the reactants needed to synthesize it. The reactants are: Cl[C:2]1[N:7]=[C:6](Cl)[C:5]([N+:9]([O-:11])=[O:10])=[CH:4][N:3]=1.[F:12][C:13]1([F:23])[O:17][C:16]2[CH:18]=[CH:19][C:20]([NH2:22])=[CH:21][C:15]=2[O:14]1. (2) Given the product [C:4]([CH2:3][CH2:2][NH:1][C:12](=[O:13])[C:11]1[CH:15]=[C:7]([CH3:6])[CH:8]=[CH:9][C:10]=1[N:16]1[N:20]=[CH:19][CH:18]=[N:17]1)#[N:5], predict the reactants needed to synthesize it. The reactants are: [NH2:1][CH2:2][CH2:3][C:4]#[N:5].[CH3:6][C:7]1[CH:8]=[CH:9][C:10]([N:16]2[N:20]=[CH:19][CH:18]=[N:17]2)=[C:11]([CH:15]=1)[C:12](O)=[O:13].